This data is from Forward reaction prediction with 1.9M reactions from USPTO patents (1976-2016). The task is: Predict the product of the given reaction. (1) Given the reactants Cl[C:2]1[C:3]2[C:4](=[CH:13][N:14](CC3C=CC(OC)=CC=3)[N:15]=2)[N:5]=[C:6]([C:8]2[S:9][CH:10]=[CH:11][CH:12]=2)[N:7]=1.[NH2:25][C:26]1[CH:27]=[C:28]([OH:32])[CH:29]=[CH:30][CH:31]=1.Cl, predict the reaction product. The product is: [S:9]1[CH:10]=[CH:11][CH:12]=[C:8]1[C:6]1[N:7]=[C:2]([NH:25][C:26]2[CH:27]=[C:28]([OH:32])[CH:29]=[CH:30][CH:31]=2)[C:3]2[NH:15][N:14]=[CH:13][C:4]=2[N:5]=1. (2) Given the reactants [F:1][C:2]1[CH:36]=[CH:35][C:5]([CH2:6][N:7]2[C:11]3[C:12](=[O:30])[N:13]([CH3:29])[C:14]([CH:23]([OH:28])[C:24]([O:26]C)=[O:25])=[C:15]([C:16]4[CH:21]=[CH:20][C:19]([CH3:22])=[CH:18][CH:17]=4)[C:10]=3[C:9]3[CH2:31][O:32][CH2:33][CH2:34][C:8]2=3)=[CH:4][CH:3]=1.C(O[C:41]([CH3:44])([CH3:43])[CH3:42])(=O)C.Cl(O)(=O)(=O)=O.[Li+].[OH-].Cl, predict the reaction product. The product is: [C:41]([O:28][CH:23]([C:14]1[N:13]([CH3:29])[C:12](=[O:30])[C:11]2[N:7]([CH2:6][C:5]3[CH:35]=[CH:36][C:2]([F:1])=[CH:3][CH:4]=3)[C:8]3[CH2:34][CH2:33][O:32][CH2:31][C:9]=3[C:10]=2[C:15]=1[C:16]1[CH:21]=[CH:20][C:19]([CH3:22])=[CH:18][CH:17]=1)[C:24]([OH:26])=[O:25])([CH3:44])([CH3:43])[CH3:42]. (3) Given the reactants [NH:1]1[C:5]2=[N:6][CH:7]=[C:8]([C:10]3[CH:15]=[CH:14][N:13]=[C:12]([NH:16]C(=O)C)[CH:11]=3)[CH:9]=[C:4]2[CH:3]=[N:2]1.[OH-].[Na+].CO.O, predict the reaction product. The product is: [NH:1]1[C:5]2=[N:6][CH:7]=[C:8]([C:10]3[CH:15]=[CH:14][N:13]=[C:12]([NH2:16])[CH:11]=3)[CH:9]=[C:4]2[CH:3]=[N:2]1. (4) Given the reactants [CH3:1][O:2][C:3]1[CH:4]=[C:5]([CH:8]=[CH:9][C:10]=1[O:11][CH3:12])[CH2:6][NH2:7].Cl[C:14]1[C:23]2[C:18](=[C:19]([C:25]3[CH:26]=[C:27]4[C:32](=[CH:33][CH:34]=3)[N:31]=[C:30]([NH:35][CH3:36])[N:29]=[CH:28]4)[C:20]([CH3:24])=[CH:21][CH:22]=2)[CH:17]=[CH:16][N:15]=1.O, predict the reaction product. The product is: [CH3:1][O:2][C:3]1[CH:4]=[C:5]([CH:8]=[CH:9][C:10]=1[O:11][CH3:12])[CH2:6][NH:7][C:14]1[C:23]2[C:18](=[C:19]([C:25]3[CH:26]=[C:27]4[C:32](=[CH:33][CH:34]=3)[N:31]=[C:30]([NH:35][CH3:36])[N:29]=[CH:28]4)[C:20]([CH3:24])=[CH:21][CH:22]=2)[CH:17]=[CH:16][N:15]=1. (5) The product is: [CH3:26][N:27]1[CH:31]=[CH:30][C:29]([NH:32][C:33]([C:35]2[CH:46]=[C:45]([O:47][C:57]3[CH:58]=[CH:59][C:54]([C:52]([N:48]4[CH2:51][CH2:50][CH2:49]4)=[O:53])=[C:55]([F:61])[CH:56]=3)[C:38]3[CH2:39][CH:40]([CH2:42][O:43][CH3:44])[O:41][C:37]=3[CH:36]=2)=[O:34])=[N:28]1. Given the reactants COC(C1C=C(OC2C=CC(S(C)(=O)=O)=CC=2)C=C2OC(C)CC=12)=O.[CH3:26][N:27]1[CH:31]=[CH:30][C:29]([NH:32][C:33]([C:35]2[CH:46]=[C:45]([OH:47])[C:38]3[CH2:39][CH:40]([CH2:42][O:43][CH3:44])[O:41][C:37]=3[CH:36]=2)=[O:34])=[N:28]1.[N:48]1([C:52]([C:54]2[CH:59]=[CH:58][C:57](F)=[CH:56][C:55]=2[F:61])=[O:53])[CH2:51][CH2:50][CH2:49]1, predict the reaction product. (6) Given the reactants [Cl:1][C:2]1[N:7]=[C:6]([C:8]2[CH:9]=[N:10][CH:11]=[C:12]([Cl:14])[CH:13]=2)[C:5]2[N:15]([CH2:28][C@H:29]3[CH2:34][CH2:33][C@H:32]([CH3:35])[CH2:31][CH2:30]3)[C:16]([C:18]([C:21]3[C:26]([F:27])=[CH:25][CH:24]=[CH:23][N:22]=3)(O)[CH3:19])=[N:17][C:4]=2[CH:3]=1.N1C=CC=CC=1.S(Cl)(Cl)=O, predict the reaction product. The product is: [Cl:1][C:2]1[N:7]=[C:6]([C:8]2[CH:9]=[N:10][CH:11]=[C:12]([Cl:14])[CH:13]=2)[C:5]2[N:15]([CH2:28][C@H:29]3[CH2:30][CH2:31][C@H:32]([CH3:35])[CH2:33][CH2:34]3)[C:16]([C:18]([C:21]3[C:26]([F:27])=[CH:25][CH:24]=[CH:23][N:22]=3)=[CH2:19])=[N:17][C:4]=2[CH:3]=1. (7) The product is: [ClH:1].[N:18]1([CH2:23][CH2:24][CH:25]2[CH2:26][CH2:27][N:28]([C:2]3[CH:7]=[CH:6][C:5]([C:8]4[CH:13]=[CH:12][C:11]([C:14]([F:17])([F:16])[F:15])=[CH:10][CH:9]=4)=[CH:4][N:3]=3)[CH2:29][CH2:30]2)[CH2:22][CH2:21][CH2:20][CH2:19]1. Given the reactants [Cl:1][C:2]1[CH:7]=[CH:6][C:5]([C:8]2[CH:13]=[CH:12][C:11]([C:14]([F:17])([F:16])[F:15])=[CH:10][CH:9]=2)=[CH:4][N:3]=1.[N:18]1([CH2:23][CH2:24][CH:25]2[CH2:30][CH2:29][NH:28][CH2:27][CH2:26]2)[CH2:22][CH2:21][CH2:20][CH2:19]1, predict the reaction product. (8) Given the reactants C(S)C.[H-].[Na+].[CH2:6]([O:8][C:9](=[O:30])[C:10]1[CH:15]=[C:14]([F:16])[C:13](SCC)=[N:12][C:11]=1[NH:20][CH2:21][C:22]1[CH:27]=[CH:26][C:25]([O:28][CH3:29])=[CH:24][CH:23]=1)C.C([O:33]C(=O)C1C=C(F)C(SCC)=NC=1Cl)C.C(OC(=O)C1C=C(F)C=NC=1NCC1C=CC(OC)=CC=1)C.ClC(OC(Cl)=O)(Cl)Cl, predict the reaction product. The product is: [F:16][C:14]1[CH:13]=[N:12][C:11]2[N:20]([CH2:21][C:22]3[CH:27]=[CH:26][C:25]([O:28][CH3:29])=[CH:24][CH:23]=3)[C:6](=[O:33])[O:8][C:9](=[O:30])[C:10]=2[CH:15]=1. (9) Given the reactants [NH2:1][C:2]1[C:12]([C:13]#[N:14])=[CH:11][C:5]([C:6]([O:8]CC)=[O:7])=[C:4]([OH:15])[CH:3]=1.[OH-].[Na+].Cl, predict the reaction product. The product is: [NH2:1][C:2]1[C:12]([C:13]#[N:14])=[CH:11][C:5]([C:6]([OH:8])=[O:7])=[C:4]([OH:15])[CH:3]=1.